From a dataset of Reaction yield outcomes from USPTO patents with 853,638 reactions. Predict the reaction yield, written as a fraction of the theoretical maximum amount of product (1.0 means a 100% yield; for example, 0.34 means a 34% yield). (1) The reactants are [H-].[Na+].[OH:3][C@@H:4]1[CH2:9][CH2:8][CH2:7][N:6]([C:10]([O:12][C:13]([CH3:16])([CH3:15])[CH3:14])=[O:11])[CH2:5]1.[Cl:17][C:18]1[CH:23]=[CH:22][CH:21]=[C:20]([F:24])[C:19]=1[C:25]1[CH:26]=[C:27]2[C:31](=[CH:32][CH:33]=1)[N:30](S(C1C=CC(C)=CC=1)(=O)=O)[CH:29]=[C:28]2[C:44]1[CH:49]=[N:48][CH:47]=[C:46](Cl)[N:45]=1.Cl. The catalyst is CN(C=O)C.CCOC(C)=O.O. The product is [Cl:17][C:18]1[CH:23]=[CH:22][CH:21]=[C:20]([F:24])[C:19]=1[C:25]1[CH:26]=[C:27]2[C:31](=[CH:32][CH:33]=1)[NH:30][CH:29]=[C:28]2[C:44]1[N:45]=[C:46]([O:3][C@@H:4]2[CH2:9][CH2:8][CH2:7][N:6]([C:10]([O:12][C:13]([CH3:16])([CH3:15])[CH3:14])=[O:11])[CH2:5]2)[CH:47]=[N:48][CH:49]=1. The yield is 0.377. (2) The catalyst is C(O)(=O)C. The reactants are [CH2:1]([O:8][C:9]1[N:14]=[CH:13][C:12]([CH:15]=O)=[CH:11][CH:10]=1)[C:2]1[CH:7]=[CH:6][CH:5]=[CH:4][CH:3]=1.[N+:17]([CH3:20])([O-:19])=[O:18].C([O-])(=O)C.[NH4+]. The product is [CH2:1]([O:8][C:9]1[CH:10]=[CH:11][C:12](/[CH:15]=[CH:20]/[N+:17]([O-:19])=[O:18])=[CH:13][N:14]=1)[C:2]1[CH:7]=[CH:6][CH:5]=[CH:4][CH:3]=1. The yield is 0.960. (3) The reactants are N1CCCCC1.C1C2C(COC([NH:24][C@@H:25]([CH2:29][CH2:30][CH2:31][CH2:32][N:33]([CH2:41][C:42]3[N:43]([CH3:47])[CH:44]=[CH:45][N:46]=3)[CH2:34][C:35]3[N:36]([CH3:40])[CH:37]=[CH:38][N:39]=3)[C:26]([OH:28])=[O:27])=O)C3C(=CC=CC=3)C=2C=CC=1. The catalyst is CN(C=O)C. The product is [NH2:24][C@@H:25]([CH2:29][CH2:30][CH2:31][CH2:32][N:33]([CH2:41][C:42]1[N:43]([CH3:47])[CH:44]=[CH:45][N:46]=1)[CH2:34][C:35]1[N:36]([CH3:40])[CH:37]=[CH:38][N:39]=1)[C:26]([OH:28])=[O:27]. The yield is 0.990.